From a dataset of Full USPTO retrosynthesis dataset with 1.9M reactions from patents (1976-2016). Predict the reactants needed to synthesize the given product. (1) Given the product [C:12]([C:6]1[CH:7]=[N:8][C:9]2[C:4]([C:5]=1[NH:16][C:17]1[CH:18]=[CH:19][C:20]([N:23]3[CH2:28][CH2:27][CH2:26][CH:25]([NH:29][C:30](=[O:36])[O:31][C:32]([CH3:34])([CH3:33])[CH3:35])[CH2:24]3)=[N:21][CH:22]=1)=[CH:3][C:2]([Br:1])=[CH:11][CH:10]=2)(=[O:14])[CH3:13], predict the reactants needed to synthesize it. The reactants are: [Br:1][C:2]1[CH:3]=[C:4]2[C:9](=[CH:10][CH:11]=1)[N:8]=[CH:7][C:6]([C:12](=[O:14])[CH3:13])=[C:5]2Cl.[NH2:16][C:17]1[CH:18]=[CH:19][C:20]([N:23]2[CH2:28][CH2:27][CH2:26][CH:25]([NH:29][C:30](=[O:36])[O:31][C:32]([CH3:35])([CH3:34])[CH3:33])[CH2:24]2)=[N:21][CH:22]=1. (2) Given the product [OH:28][NH:29][C:2]1[C:3]2[C:10]([C:11]3[O:15][CH:14]=[N:13][CH:12]=3)=[CH:9][N:8]([CH:16]3[C:20]([CH3:22])([OH:21])[CH:19]([OH:23])[CH:18]([CH2:24][OH:25])[O:17]3)[C:4]=2[N:5]=[CH:6][N:7]=1, predict the reactants needed to synthesize it. The reactants are: Cl[C:2]1[C:3]2[C:10]([C:11]3[O:15][CH:14]=[N:13][CH:12]=3)=[CH:9][N:8]([CH:16]3[C:20]([CH3:22])([OH:21])[CH:19]([OH:23])[CH:18]([CH2:24][OH:25])[O:17]3)[C:4]=2[N:5]=[CH:6][N:7]=1.C[Si](C)(C)[O:28][NH2:29]. (3) Given the product [C:1]([O:5][C:6]([N:8]1[CH2:12][CH2:11][CH:10]([N:13]([CH2:14][C:15]([OH:17])=[O:16])[CH2:19][C:20]2[CH:21]=[CH:22][C:23]([Cl:26])=[CH:24][CH:25]=2)[CH2:9]1)=[O:7])([CH3:4])([CH3:2])[CH3:3], predict the reactants needed to synthesize it. The reactants are: [C:1]([O:5][C:6]([N:8]1[CH2:12][CH2:11][CH:10]([N:13]([CH2:19][C:20]2[CH:25]=[CH:24][C:23]([Cl:26])=[CH:22][CH:21]=2)[CH2:14][C:15]([O:17]C)=[O:16])[CH2:9]1)=[O:7])([CH3:4])([CH3:3])[CH3:2]. (4) Given the product [CH2:1]([N:3]([CH2:19][CH3:20])[CH:4]1[CH2:9][CH2:8][N:7]([CH2:10][CH:11]([N:33]2[CH2:34][CH2:35][N:30]([CH2:29][CH2:28][O:27][CH3:26])[CH2:31][CH2:32]2)[C:13]2[CH:18]=[CH:17][CH:16]=[CH:15][CH:14]=2)[CH2:6][CH2:5]1)[CH3:2], predict the reactants needed to synthesize it. The reactants are: [CH2:1]([N:3]([CH2:19][CH3:20])[CH:4]1[CH2:9][CH2:8][N:7]([CH2:10][CH:11]([C:13]2[CH:18]=[CH:17][CH:16]=[CH:15][CH:14]=2)O)[CH2:6][CH2:5]1)[CH3:2].CS(Cl)(=O)=O.[CH3:26][O:27][CH2:28][CH2:29][N:30]1[CH2:35][CH2:34][NH:33][CH2:32][CH2:31]1. (5) Given the product [OH:15][C:14]1[C:13]([CH:16]=[N:1][N:2]2[CH:6]=[N:5][NH:4][N:3]2[CH3:7])=[C:12]([CH2:18][O:19][P:20](=[O:21])([OH:22])[OH:23])[CH:11]=[N:10][C:9]=1[CH3:8], predict the reactants needed to synthesize it. The reactants are: [NH2:1][N:2]1[CH:6]=[N:5][NH:4][N:3]1[CH3:7].[CH3:8][C:9]1[C:14]([OH:15])=[C:13]([CH:16]=O)[C:12]([CH2:18][O:19][P:20]([OH:23])([OH:22])=[O:21])=[CH:11][N:10]=1.O.O. (6) The reactants are: [Li]CCCC.I[C:7]1[CH:17]=[CH:16][CH:15]=[CH:14][C:8]=1[O:9][CH2:10][CH:11]1[CH2:13][O:12]1. Given the product [O:9]1[C:8]2[CH:14]=[CH:15][CH:16]=[CH:17][C:7]=2[CH:11]([CH2:13][OH:12])[CH2:10]1, predict the reactants needed to synthesize it. (7) Given the product [O:8]=[C:4]1[C:3]([C:10]2[NH:11][C:12]3=[CH:20][C:19]4[C:18](=[O:21])[N:17]([C:22]5[CH:23]=[N:24][CH:25]=[CH:26][CH:27]=5)[C:16](=[O:28])[C:15]=4[CH:14]=[C:13]3[N:29]=2)=[C:2]([NH:44][C@@H:42]([CH3:43])[CH2:41][C:33]2[C:34]([F:40])=[C:35]([F:39])[CH:36]=[C:37]([F:38])[C:32]=2[F:31])[CH:7]=[CH:6][NH:5]1, predict the reactants needed to synthesize it. The reactants are: Cl[C:2]1[CH:7]=[CH:6][N:5]=[C:4]([O:8]C)[C:3]=1[C:10]1[NH:29][C:13]2=[CH:14][C:15]3[C:16](=[O:28])[N:17]([C:22]4[CH:23]=[N:24][CH:25]=[CH:26][CH:27]=4)[C:18](=[O:21])[C:19]=3[CH:20]=[C:12]2[N:11]=1.Cl.[F:31][C:32]1[C:37]([F:38])=[CH:36][C:35]([F:39])=[C:34]([F:40])[C:33]=1[CH2:41][C@@H:42]([NH2:44])[CH3:43].C(N(CC)C(C)C)(C)C. (8) Given the product [CH2:39]([O:41][C:42]([C:44]1([NH:53][C:7](=[O:9])[C:6]2[CH:10]=[CH:11][CH:12]=[C:13]([CH3:14])[C:5]=2[O:1][C:2](=[O:3])[CH3:4])[CH2:52][C:51]2[C:46](=[CH:47][CH:48]=[CH:49][CH:50]=2)[CH2:45]1)=[O:43])[CH3:40], predict the reactants needed to synthesize it. The reactants are: [O:1]([C:5]1[C:13]([CH3:14])=[CH:12][CH:11]=[CH:10][C:6]=1[C:7]([OH:9])=O)[C:2]([CH3:4])=[O:3].CN(C(ON1N=NC2C=CC=CC1=2)=[N+](C)C)C.F[P-](F)(F)(F)(F)F.[CH2:39]([O:41][C:42]([C:44]1([NH2:53])[CH2:52][C:51]2[C:46](=[CH:47][CH:48]=[CH:49][CH:50]=2)[CH2:45]1)=[O:43])[CH3:40].CCN(C(C)C)C(C)C. (9) Given the product [CH2:15]([O:17][C:18]1[CH:27]=[CH:26][C:21]2[N:22]=[C:23]([S:25][CH:2]3[CH2:7][CH2:6][N:5]([C:8]([O:10][C:11]([CH3:14])([CH3:13])[CH3:12])=[O:9])[CH2:4][CH2:3]3)[S:24][C:20]=2[CH:19]=1)[CH3:16], predict the reactants needed to synthesize it. The reactants are: O[CH:2]1[CH2:7][CH2:6][N:5]([C:8]([O:10][C:11]([CH3:14])([CH3:13])[CH3:12])=[O:9])[CH2:4][CH2:3]1.[CH2:15]([O:17][C:18]1[CH:27]=[CH:26][C:21]2[N:22]=[C:23]([SH:25])[S:24][C:20]=2[CH:19]=1)[CH3:16].C1(P(C2C=CC=CC=2)C2C=CC=CC=2)C=CC=CC=1.N(C(OCC)=O)=NC(OCC)=O.C1(C)C=CC=CC=1.